From a dataset of Peptide-MHC class II binding affinity with 134,281 pairs from IEDB. Regression. Given a peptide amino acid sequence and an MHC pseudo amino acid sequence, predict their binding affinity value. This is MHC class II binding data. The peptide sequence is RDGVRRPQKRPSCIGCKGT. The MHC is DRB1_1501 with pseudo-sequence DRB1_1501. The binding affinity (normalized) is 0.178.